Dataset: Forward reaction prediction with 1.9M reactions from USPTO patents (1976-2016). Task: Predict the product of the given reaction. (1) Given the reactants [CH2:1]([O:3][C:4]1[CH:5]=[C:6]([C:14](=O)[CH2:15][C:16](=O)[C:17]([F:20])([F:19])[F:18])[CH:7]=[CH:8][C:9]=1[C:10]([F:13])([F:12])[F:11])[CH3:2].[NH2:23][C:24]1[C:28]([C:29]2[CH:34]=[CH:33][N:32]=[C:31]([CH3:35])[CH:30]=2)=[CH:27][NH:26][N:25]=1, predict the reaction product. The product is: [CH2:1]([O:3][C:4]1[CH:5]=[C:6]([C:14]2[CH:15]=[C:16]([C:17]([F:20])([F:19])[F:18])[N:25]3[N:26]=[CH:27][C:28]([C:29]4[CH:34]=[CH:33][N:32]=[C:31]([CH3:35])[CH:30]=4)=[C:24]3[N:23]=2)[CH:7]=[CH:8][C:9]=1[C:10]([F:13])([F:12])[F:11])[CH3:2]. (2) Given the reactants [C:1]1(C)[CH:6]=[CH:5][C:4]([CH:7]([C:14]2[CH:19]=[CH:18][C:17](C)=[CH:16][CH:15]=2)[S:8]([CH2:10][C:11]([NH2:13])=[O:12])=[O:9])=[CH:3][CH:2]=1.[CH:22](SCC(NC)=O)(C1C=CC=CC=1)C1C=CC=CC=1, predict the reaction product. The product is: [CH:7]([S:8]([CH2:10][C:11]([NH:13][CH3:22])=[O:12])=[O:9])([C:14]1[CH:19]=[CH:18][CH:17]=[CH:16][CH:15]=1)[C:4]1[CH:5]=[CH:6][CH:1]=[CH:2][CH:3]=1. (3) Given the reactants [C:1]1([CH:7]([C:18]2[CH:23]=[CH:22][CH:21]=[CH:20][CH:19]=2)[CH2:8][C:9]([C:11]2[CH:12]=[CH:13][C:14](=[O:17])[NH:15][CH:16]=2)=O)[CH:6]=[CH:5][CH:4]=[CH:3][CH:2]=1.Cl.[NH2:25][OH:26].C([O-])(O)=O.[Na+], predict the reaction product. The product is: [OH:26]/[N:25]=[C:9](/[C:11]1[CH:12]=[CH:13][C:14](=[O:17])[NH:15][CH:16]=1)\[CH2:8][CH:7]([C:18]1[CH:23]=[CH:22][CH:21]=[CH:20][CH:19]=1)[C:1]1[CH:6]=[CH:5][CH:4]=[CH:3][CH:2]=1. (4) Given the reactants CO[C:3](=[O:8])[CH2:4][C:5](=O)[CH3:6].Br[CH2:10][C:11]([C:13]1[CH:18]=[C:17]([F:19])[CH:16]=[CH:15][C:14]=1[O:20][CH3:21])=O.[CH:22]1([CH2:25][NH2:26])[CH2:24][CH2:23]1.[OH:27][C@@H:28]1[CH2:33][CH2:32][CH2:31][CH2:30][C@H:29]1[NH2:34], predict the reaction product. The product is: [OH:27][C@@H:28]1[CH2:33][CH2:32][CH2:31][CH2:30][C@H:29]1[NH:34][C:3]([C:4]1[CH:10]=[C:11]([C:13]2[CH:18]=[C:17]([F:19])[CH:16]=[CH:15][C:14]=2[O:20][CH3:21])[N:26]([CH2:25][CH:22]2[CH2:24][CH2:23]2)[C:5]=1[CH3:6])=[O:8]. (5) Given the reactants [F:1][C:2]([F:17])([F:16])[CH2:3][CH2:4][CH2:5][O:6][C:7]1[CH:15]=[CH:14][C:10]([C:11](O)=O)=[CH:9][CH:8]=1.[CH2:18]([SH:22])[CH2:19][CH2:20][SH:21].[F:23][C:24]([F:30])([F:29])[S:25]([OH:28])(=[O:27])=[O:26], predict the reaction product. The product is: [F:23][C:24]([F:30])([F:29])[S:25]([O-:28])(=[O:27])=[O:26].[F:1][C:2]([F:17])([F:16])[CH2:3][CH2:4][CH2:5][O:6][C:7]1[CH:15]=[CH:14][C:10]([C:11]2[S:22][CH2:18][CH2:19][CH2:20][S+:21]=2)=[CH:9][CH:8]=1. (6) Given the reactants F[C:2]1[CH:7]=[CH:6][C:5]([NH:8][C:9](=[O:20])[C:10]2[CH:15]=[CH:14][CH:13]=[C:12]([C:16]([F:19])([F:18])[F:17])[CH:11]=2)=[CH:4][C:3]=1[N+:21]([O-:23])=[O:22].[OH:24][C:25]1[CH:30]=[CH:29][C:28]([SH:31])=[CH:27][CH:26]=1.C(=O)([O-])[O-].[K+].[K+], predict the reaction product. The product is: [OH:24][C:25]1[CH:30]=[CH:29][C:28]([S:31][C:2]2[CH:7]=[CH:6][C:5]([NH:8][C:9](=[O:20])[C:10]3[CH:15]=[CH:14][CH:13]=[C:12]([C:16]([F:19])([F:18])[F:17])[CH:11]=3)=[CH:4][C:3]=2[N+:21]([O-:23])=[O:22])=[CH:27][CH:26]=1. (7) Given the reactants CCN(C(C)C)C(C)C.[NH2:10][C:11]1[N:16]([CH3:17])[C:15](=[O:18])[NH:14][C:13](=[O:19])[C:12]=1[NH:20][CH2:21][C:22]1[CH:27]=[CH:26][C:25]([C:28]([F:31])([F:30])[F:29])=[CH:24][CH:23]=1.[C:32]1([CH3:41])[CH:37]=[CH:36][CH:35]=[C:34]([C:38](Cl)=[O:39])[CH:33]=1, predict the reaction product. The product is: [CH3:41][C:32]1[CH:33]=[C:34]([CH:35]=[CH:36][CH:37]=1)[C:38]([NH:10][C:11]1[N:16]([CH3:17])[C:15](=[O:18])[NH:14][C:13](=[O:19])[C:12]=1[NH:20][CH2:21][C:22]1[CH:27]=[CH:26][C:25]([C:28]([F:30])([F:31])[F:29])=[CH:24][CH:23]=1)=[O:39]. (8) Given the reactants [O:1]=[C:2]1[CH2:6][S:5][C:4](=[S:7])[N:3]1[NH:8][C:9]1[CH:17]=[CH:16][CH:15]=[CH:14][C:10]=1[C:11]([OH:13])=[O:12].[Cl:18][C:19]1[CH:24]=[CH:23][CH:22]=[CH:21][C:20]=1[C:25]1[O:29][C:28]([CH:30]=O)=[CH:27][CH:26]=1.C(O)(=O)C.C(O)(=O)C.C(N)CN.S([O-])(O)=O.[Na+], predict the reaction product. The product is: [Cl:18][C:19]1[CH:24]=[CH:23][CH:22]=[CH:21][C:20]=1[C:25]1[O:29][C:28]([CH:30]=[C:6]2[S:5][C:4](=[S:7])[N:3]([NH:8][C:9]3[CH:17]=[CH:16][CH:15]=[CH:14][C:10]=3[C:11]([OH:13])=[O:12])[C:2]2=[O:1])=[CH:27][CH:26]=1.